Task: Predict the product of the given reaction.. Dataset: Forward reaction prediction with 1.9M reactions from USPTO patents (1976-2016) (1) Given the reactants [BH4-].[Li+].C[O:4][C:5](=O)[C:6]1[CH:11]=[CH:10][C:9]([CH2:12][CH:13]([CH3:15])[CH3:14])=[C:8]([C:16]([F:19])([F:18])[F:17])[CH:7]=1.Cl, predict the reaction product. The product is: [CH2:12]([C:9]1[CH:10]=[CH:11][C:6]([CH2:5][OH:4])=[CH:7][C:8]=1[C:16]([F:17])([F:18])[F:19])[CH:13]([CH3:15])[CH3:14]. (2) Given the reactants Br[CH2:2][CH2:3][CH2:4][CH2:5][CH2:6][C:7]([O:9][CH2:10][CH3:11])=[O:8].[N-:12]=[N+:13]=[N-:14].[Na+].O, predict the reaction product. The product is: [N:12]([CH2:2][CH2:3][CH2:4][CH2:5][CH2:6][C:7]([O:9][CH2:10][CH3:11])=[O:8])=[N+:13]=[N-:14]. (3) Given the reactants [N:1]1([C:7]2[N:12]=[CH:11][NH:10][C:9](=[O:13])[CH:8]=2)[CH2:6][CH2:5][NH:4][CH2:3][CH2:2]1.[C:14]1([CH3:22])[C:15]([CH:20]=O)=[CH:16][CH:17]=[CH:18][CH:19]=1, predict the reaction product. The product is: [CH3:22][C:14]1[CH:19]=[CH:18][CH:17]=[CH:16][C:15]=1[CH2:20][N:4]1[CH2:5][CH2:6][N:1]([C:7]2[N:12]=[CH:11][NH:10][C:9](=[O:13])[CH:8]=2)[CH2:2][CH2:3]1. (4) Given the reactants C1N=CN([C:6](N2C=NC=C2)=[O:7])C=1.[CH3:13][C:14]([CH3:20])([CH2:17][CH:18]=[CH2:19])[CH2:15][OH:16].Cl.[NH2:22][C@@H:23]([CH:28]1[CH2:33][CH2:32][CH2:31][CH2:30][CH2:29]1)[C:24]([O:26][CH3:27])=[O:25], predict the reaction product. The product is: [CH:28]1([C@H:23]([NH:22][C:6]([O:16][CH2:15][C:14]([CH3:20])([CH3:13])[CH2:17][CH:18]=[CH2:19])=[O:7])[C:24]([O:26][CH3:27])=[O:25])[CH2:33][CH2:32][CH2:31][CH2:30][CH2:29]1. (5) Given the reactants [Br:1][C:2]1[N:7]=[C:6](C)[C:5]([CH:9]=[O:10])=[CH:4][CH:3]=1.N[C:12]1C(C)=CC=CN=1.NC1C=CC=C(C)N=1, predict the reaction product. The product is: [Br:1][C:2]1[N:7]=[CH:6][C:5]([CH:9]=[O:10])=[CH:4][C:3]=1[CH3:12]. (6) Given the reactants CO[C:3]1[CH:8]=[CH:7][CH:6]=[C:5](OC)[C:4]=1/[CH:11]=[N:12]/[CH:13]([CH:17]([CH3:19])[CH3:18])[CH:14]([CH3:16])[CH3:15].[CH2:20]([Li])[CH3:21].[CH2:23]1COC[CH2:24]1, predict the reaction product. The product is: [CH2:23]([C:3]1[CH:8]=[CH:7][CH:6]=[C:5]([CH2:20][CH3:21])[C:4]=1/[CH:11]=[N:12]/[CH:13]([CH:17]([CH3:19])[CH3:18])[CH:14]([CH3:16])[CH3:15])[CH3:24]. (7) The product is: [N+:1]([C:2]1[CH:10]=[C:9]2[C:5]([CH:6]=[N:7][N:8]2[C:11]([O:13][C:14]([CH3:17])([CH3:16])[CH3:15])=[O:12])=[CH:4][CH:3]=1)#[C-:18]. Given the reactants [NH2:1][C:2]1[CH:10]=[C:9]2[C:5]([CH:6]=[N:7][N:8]2[C:11]([O:13][C:14]([CH3:17])([CH3:16])[CH3:15])=[O:12])=[CH:4][CH:3]=1.[CH:18](OC(C)(C)C)=O, predict the reaction product.